From a dataset of Catalyst prediction with 721,799 reactions and 888 catalyst types from USPTO. Predict which catalyst facilitates the given reaction. (1) Reactant: [CH2:1]([O:3][C:4]1[CH:28]=[C:27]([F:29])[C:7]([CH2:8][N:9]2[C:17]3[C:12](=[CH:13][CH:14]=[CH:15][CH:16]=3)[C:11]([C:18]3[N:23]=[C:22]([NH2:24])[C:21]([NH2:25])=[C:20]([NH2:26])[N:19]=3)=[N:10]2)=[C:6]([F:30])[CH:5]=1)[CH3:2].C(N(CC)CC)C.[F:38][C:39]([F:45])([F:44])[S:40](Cl)(=[O:42])=[O:41].Cl. Product: [NH2:26][C:20]1[C:21]([NH:25][S:40]([C:39]([F:45])([F:44])[F:38])(=[O:42])=[O:41])=[C:22]([NH2:24])[N:23]=[C:18]([C:11]2[C:12]3[C:17](=[CH:16][CH:15]=[CH:14][CH:13]=3)[N:9]([CH2:8][C:7]3[C:6]([F:30])=[CH:5][C:4]([O:3][CH2:1][CH3:2])=[CH:28][C:27]=3[F:29])[N:10]=2)[N:19]=1. The catalyst class is: 35. (2) Reactant: [CH3:1][C:2]1[C:3]([CH2:22][C:23]2[NH:27][C:26]3[CH:28]=[CH:29][C:30]([C:32]#[N:33])=[CH:31][C:25]=3[N:24]=2)=[C:4]2[C:8](=[C:9]([CH3:11])[CH:10]=1)[N:7](S(C1C=CC(C)=CC=1)(=O)=O)[CH:6]=[CH:5]2.[OH-].[K+].C(N)CC(C)C. Product: [CH3:1][C:2]1[C:3]([CH2:22][C:23]2[NH:27][C:26]3[CH:28]=[CH:29][C:30]([C:32]#[N:33])=[CH:31][C:25]=3[N:24]=2)=[C:4]2[C:8](=[C:9]([CH3:11])[CH:10]=1)[NH:7][CH:6]=[CH:5]2. The catalyst class is: 271. (3) Reactant: N[C@@H:2]([CH2:6][CH2:7][C:8]([OH:10])=[O:9])[C:3]([OH:5])=[O:4].Cl.N([O-])=O.[Na+]. Product: [O:4]=[C:3]1[O:5][C@H:7]([C:8]([OH:10])=[O:9])[CH2:6][CH2:2]1. The catalyst class is: 6. (4) Product: [C:16]([N:1]1[CH2:6][CH2:5][CH2:4][CH:3]([CH2:7][OH:8])[CH2:2]1)([O:18][C:19]([CH3:22])([CH3:21])[CH3:20])=[O:17]. The catalyst class is: 20. Reactant: [NH:1]1[CH2:6][CH2:5][CH2:4][CH:3]([CH2:7][OH:8])[CH2:2]1.CCN(CC)CC.[C:16](O[C:16]([O:18][C:19]([CH3:22])([CH3:21])[CH3:20])=[O:17])([O:18][C:19]([CH3:22])([CH3:21])[CH3:20])=[O:17].C(OCC)(=O)C. (5) Reactant: [CH3:1][O:2][C:3]1[CH:4]=[C:5]([CH2:13][CH2:14][C:15]([OH:17])=O)[CH:6]=[CH:7][C:8]=1[O:9][CH2:10][C:11]#[CH:12].S(Cl)([Cl:20])=O.C1(C)C=CC=CC=1. Product: [CH3:1][O:2][C:3]1[CH:4]=[C:5]([CH2:13][CH2:14][C:15]([Cl:20])=[O:17])[CH:6]=[CH:7][C:8]=1[O:9][CH2:10][C:11]#[CH:12]. The catalyst class is: 9.